From a dataset of Full USPTO retrosynthesis dataset with 1.9M reactions from patents (1976-2016). Predict the reactants needed to synthesize the given product. Given the product [Cl:35][C:21]1[C:22]([NH:24][C:25]2[CH:30]=[CH:29][CH:28]=[CH:27][C:26]=2[S:31]([CH3:34])(=[O:33])=[O:32])=[N:23][C:18]([NH:16][C:13]2[CH:14]=[CH:15][C:8]3[CH2:7][CH2:6][N:5]([CH2:4][CH2:3][O:2][CH3:1])[CH2:11][CH2:10][C:9]=3[CH:12]=2)=[N:19][CH:20]=1, predict the reactants needed to synthesize it. The reactants are: [CH3:1][O:2][CH2:3][CH2:4][N:5]1[CH2:11][CH2:10][C:9]2[CH:12]=[C:13]([NH2:16])[CH:14]=[CH:15][C:8]=2[CH2:7][CH2:6]1.Cl[C:18]1[N:23]=[C:22]([NH:24][C:25]2[CH:30]=[CH:29][CH:28]=[CH:27][C:26]=2[S:31]([CH3:34])(=[O:33])=[O:32])[C:21]([Cl:35])=[CH:20][N:19]=1.